Dataset: Full USPTO retrosynthesis dataset with 1.9M reactions from patents (1976-2016). Task: Predict the reactants needed to synthesize the given product. (1) Given the product [CH2:1]([C:5]1[N:10]2[N:11]=[C:12]([CH3:14])[N:13]=[C:9]2[N:8]([C@H:15]2[CH2:24][CH2:23][C@H:18]([OH:19])[CH2:17][CH2:16]2)[C:7](=[O:25])[C:6]=1[CH2:26][C:27]1[CH:28]=[CH:29][C:30]([C:33]2[C:34]([C:39]#[N:40])=[CH:35][CH:36]=[CH:37][CH:38]=2)=[CH:31][CH:32]=1)[CH2:2][CH2:3][CH3:4], predict the reactants needed to synthesize it. The reactants are: [CH2:1]([C:5]1[N:10]2[N:11]=[C:12]([CH3:14])[N:13]=[C:9]2[N:8]([CH:15]2[CH2:24][CH2:23][C:18]3(OCC[O:19]3)[CH2:17][CH2:16]2)[C:7](=[O:25])[C:6]=1[CH2:26][C:27]1[CH:32]=[CH:31][C:30]([C:33]2[C:34]([C:39]#[N:40])=[CH:35][CH:36]=[CH:37][CH:38]=2)=[CH:29][CH:28]=1)[CH2:2][CH2:3][CH3:4].Cl.O1CCCC1. (2) The reactants are: Br[C:2]1[C:3](=[O:20])[N:4]([C:8]2[CH:13]=[CH:12][C:11]([N+:14]([O-:16])=[O:15])=[CH:10][C:9]=2/[CH:17]=[CH:18]/[CH3:19])[CH:5]=[CH:6][CH:7]=1.[CH2:21](C([Sn])=C(CCCC)CCCC)[CH2:22]CC. Given the product [N+:14]([C:11]1[CH:12]=[CH:13][C:8]([N:4]2[CH:5]=[CH:6][CH:7]=[C:2]([CH:21]=[CH2:22])[C:3]2=[O:20])=[C:9](/[CH:17]=[CH:18]/[CH3:19])[CH:10]=1)([O-:16])=[O:15], predict the reactants needed to synthesize it. (3) Given the product [F:19][C:2]([F:1])([F:18])[C@@H:3]([N:12]1[CH2:16][CH2:15][C@@H:14]([OH:17])[CH2:13]1)[C:4]1[CH:9]=[CH:8][C:7]2[N:6]([C:34]([C:31]3[CH:30]=[CH:29][C:28]4[C:33](=[C:24]([O:23][CH:20]([CH3:22])[CH3:21])[CH:25]=[CH:26][CH:27]=4)[N:32]=3)=[N:11][N:10]=2)[CH:5]=1, predict the reactants needed to synthesize it. The reactants are: [F:1][C:2]([F:19])([F:18])[C@@H:3]([N:12]1[CH2:16][CH2:15][C@@H:14]([OH:17])[CH2:13]1)[C:4]1[CH:5]=[N:6][C:7]([NH:10][NH2:11])=[CH:8][CH:9]=1.[CH:20]([O:23][C:24]1[CH:25]=[CH:26][CH:27]=[C:28]2[C:33]=1[N:32]=[C:31]([CH:34]=O)[CH:30]=[CH:29]2)([CH3:22])[CH3:21]. (4) Given the product [C:1]([O:5][C:6](=[O:19])[NH:7][N:8]1[C:16]2[C:11](=[CH:12][C:13]([CH2:17][Br:29])=[CH:14][CH:15]=2)[CH:10]=[CH:9]1)([CH3:4])([CH3:3])[CH3:2], predict the reactants needed to synthesize it. The reactants are: [C:1]([O:5][C:6](=[O:19])[NH:7][N:8]1[C:16]2[C:11](=[CH:12][C:13]([CH2:17]O)=[CH:14][CH:15]=2)[CH:10]=[CH:9]1)([CH3:4])([CH3:3])[CH3:2].CCOCC.C(Cl)Cl.P(Br)(Br)[Br:29]. (5) Given the product [C:16]([O:15][C:13](=[O:14])[NH:1][C@@H:2]([CH3:5])[CH2:3][OH:4])([CH3:19])([CH3:18])[CH3:17], predict the reactants needed to synthesize it. The reactants are: [NH2:1][C@@H:2]([CH3:5])[CH2:3][OH:4].C(N(CC)CC)C.[C:13](O[C:13]([O:15][C:16]([CH3:19])([CH3:18])[CH3:17])=[O:14])([O:15][C:16]([CH3:19])([CH3:18])[CH3:17])=[O:14]. (6) Given the product [CH3:35][CH:9]1[NH:8][CH2:13][CH2:12][N:11]([C:14]2[CH:15]=[CH:16][C:17]3[N:23]4[CH2:24][C@H:20]([CH2:21][CH2:22]4)[N:19]([C:25]([NH:27][C:28]4[CH:33]=[N:32][CH:31]=[CH:30][N:29]=4)=[O:26])[C:18]=3[N:34]=2)[CH2:10]1, predict the reactants needed to synthesize it. The reactants are: C([N:8]1[CH2:13][CH2:12][N:11]([C:14]2[CH:15]=[CH:16][C:17]3[N:23]4[CH2:24][C@H:20]([CH2:21][CH2:22]4)[N:19]([C:25]([NH:27][C:28]4[CH:33]=[N:32][CH:31]=[CH:30][N:29]=4)=[O:26])[C:18]=3[N:34]=2)[CH2:10][CH:9]1[CH3:35])C1C=CC=CC=1.C(O)(=O)C.